Dataset: Forward reaction prediction with 1.9M reactions from USPTO patents (1976-2016). Task: Predict the product of the given reaction. (1) Given the reactants [Cl:1][C:2]1[CH:3]=[C:4]([N:8]2[C:12]([C:13]([F:16])([F:15])[F:14])=[C:11]([C:17]([OH:19])=O)[CH:10]=[N:9]2)[CH:5]=[CH:6][CH:7]=1.[CH3:20][S:21]([C:24]1[CH:25]=[C:26]([CH:28]=[CH:29][CH:30]=1)[NH2:27])(=[O:23])=[O:22], predict the reaction product. The product is: [Cl:1][C:2]1[CH:3]=[C:4]([N:8]2[C:12]([C:13]([F:14])([F:15])[F:16])=[C:11]([C:17]([NH:27][C:26]3[CH:28]=[CH:29][CH:30]=[C:24]([S:21]([CH3:20])(=[O:23])=[O:22])[CH:25]=3)=[O:19])[CH:10]=[N:9]2)[CH:5]=[CH:6][CH:7]=1. (2) Given the reactants Br[C:2]1[N:7]=[CH:6][C:5]([NH:8][CH:9]2[CH2:14][CH2:13][N:12]([C:15]([O:17][C:18]([CH3:21])([CH3:20])[CH3:19])=[O:16])[CH2:11][CH2:10]2)=[CH:4][CH:3]=1.[CH3:22][S:23]([C:26]1[CH:27]=[C:28]2[C:32](=[CH:33][CH:34]=1)[NH:31][CH:30]=[CH:29]2)(=[O:25])=[O:24], predict the reaction product. The product is: [CH3:22][S:23]([C:26]1[CH:27]=[C:28]2[C:32](=[CH:33][CH:34]=1)[N:31]([C:2]1[N:7]=[CH:6][C:5]([NH:8][CH:9]3[CH2:14][CH2:13][N:12]([C:15]([O:17][C:18]([CH3:21])([CH3:20])[CH3:19])=[O:16])[CH2:11][CH2:10]3)=[CH:4][CH:3]=1)[CH:30]=[CH:29]2)(=[O:25])=[O:24].